This data is from Full USPTO retrosynthesis dataset with 1.9M reactions from patents (1976-2016). The task is: Predict the reactants needed to synthesize the given product. (1) Given the product [CH2:1]([O:3][C:4](=[O:19])[CH2:5][CH2:6][C:7]1[CH:8]=[C:9]2[C:14](=[CH:15][CH:16]=1)[O:13][C:12]([CH3:18])([CH3:17])[CH2:11][CH2:10]2)[CH3:2], predict the reactants needed to synthesize it. The reactants are: [CH2:1]([O:3][C:4](=[O:19])[CH:5]=[CH:6][C:7]1[CH:8]=[C:9]2[C:14](=[CH:15][CH:16]=1)[O:13][C:12]([CH3:18])([CH3:17])[CH2:11][CH2:10]2)[CH3:2].[H][H]. (2) Given the product [C:1]([C:5]1[CH:10]=[CH:9][C:8]([S:11]([N:14]2[C:20]3[CH:21]=[C:22]([C:25]4[N:29]=[C:28]([CH2:30][OH:31])[O:27][N:26]=4)[CH:23]=[C:24]([I:40])[C:19]=3[NH:18][C:17]3[N:32]=[C:33]([C:36]([F:38])([F:37])[F:39])[CH:34]=[CH:35][C:16]=3[CH2:15]2)(=[O:12])=[O:13])=[CH:7][CH:6]=1)([CH3:4])([CH3:2])[CH3:3], predict the reactants needed to synthesize it. The reactants are: [C:1]([C:5]1[CH:10]=[CH:9][C:8]([S:11]([N:14]2[C:20]3[CH:21]=[C:22]([C:25]4[N:29]=[C:28]([CH2:30][OH:31])[O:27][N:26]=4)[CH:23]=[CH:24][C:19]=3[NH:18][C:17]3[N:32]=[C:33]([C:36]([F:39])([F:38])[F:37])[CH:34]=[CH:35][C:16]=3[CH2:15]2)(=[O:13])=[O:12])=[CH:7][CH:6]=1)([CH3:4])([CH3:3])[CH3:2].[I:40]N1C(=O)CCC1=O.FC(F)(F)C(O)=O. (3) The reactants are: Cl[C:2]1[N:7]=[CH:6][N:5]=[C:4]([NH:8][CH3:9])[CH:3]=1.[F:10][C:11]1[CH:17]=[C:16]([F:18])[CH:15]=[CH:14][C:12]=1[NH2:13]. Given the product [F:10][C:11]1[CH:17]=[C:16]([F:18])[CH:15]=[CH:14][C:12]=1[NH:13][C:2]1[CH:3]=[C:4]([NH:8][CH3:9])[N:5]=[CH:6][N:7]=1, predict the reactants needed to synthesize it. (4) Given the product [C:1]([O:5][C:6]([N:8]1[CH2:12][CH:11]([C:13]#[N:14])[CH2:10][CH:9]1[C:15]1[NH:16][C:17]([C:20]2[CH:25]=[CH:24][C:23]([B:27]3[O:31][C:30]([CH3:33])([CH3:32])[C:29]([CH3:35])([CH3:34])[O:28]3)=[CH:22][CH:21]=2)=[CH:18][N:19]=1)=[O:7])([CH3:4])([CH3:3])[CH3:2], predict the reactants needed to synthesize it. The reactants are: [C:1]([O:5][C:6]([N:8]1[CH2:12][CH:11]([C:13]#[N:14])[CH2:10][CH:9]1[C:15]1[NH:16][C:17]([C:20]2[CH:25]=[CH:24][C:23](Br)=[CH:22][CH:21]=2)=[CH:18][N:19]=1)=[O:7])([CH3:4])([CH3:3])[CH3:2].[B:27]1([B:27]2[O:31][C:30]([CH3:33])([CH3:32])[C:29]([CH3:35])([CH3:34])[O:28]2)[O:31][C:30]([CH3:33])([CH3:32])[C:29]([CH3:35])([CH3:34])[O:28]1.CC([O-])=O.[K+].